Dataset: Full USPTO retrosynthesis dataset with 1.9M reactions from patents (1976-2016). Task: Predict the reactants needed to synthesize the given product. The reactants are: [NH2:1][C:2]1[CH:7]=[CH:6][C:5]([C:8]2[N:12]([C:13]3[CH:18]=[CH:17][C:16]([S:19]([CH3:22])(=[O:21])=[O:20])=[CH:15][CH:14]=3)[CH:11]=[N:10][C:9]=2[Cl:23])=[CH:4][CH:3]=1.CN(C=O)C.N1C=CC=CC=1.Cl[C:36]([O:38][CH2:39][CH2:40][Cl:41])=[O:37]. Given the product [Cl:23][C:9]1[N:10]=[CH:11][N:12]([C:13]2[CH:18]=[CH:17][C:16]([S:19]([CH3:22])(=[O:20])=[O:21])=[CH:15][CH:14]=2)[C:8]=1[C:5]1[CH:6]=[CH:7][C:2]([NH:1][C:36]([O:38][CH2:39][CH2:40][Cl:41])=[O:37])=[CH:3][CH:4]=1, predict the reactants needed to synthesize it.